From a dataset of Tyrosyl-DNA phosphodiesterase HTS with 341,365 compounds. Binary Classification. Given a drug SMILES string, predict its activity (active/inactive) in a high-throughput screening assay against a specified biological target. (1) The compound is O=C1N(C(=O)NC1Cc1c2c([nH]c1)cccc2)c1ccc(OCC)cc1. The result is 0 (inactive). (2) The compound is Brc1sc(/C=N\n2c(n[nH]c2=S)c2cccnc2)cc1. The result is 1 (active). (3) The molecule is O=C(Nc1ccc(C(C)C)cc1)C1CCN(CC1)c1ncnc2n3CCCCCc3nc12. The result is 0 (inactive). (4) The drug is Clc1c(=O)n2[nH]cc(c2nc1C)C(=O)NCc1cc(OC)ccc1. The result is 0 (inactive). (5) The compound is O=C1N(C(=O)C2C1C1CC2C=C1)c1[nH]ncn1. The result is 1 (active).